From a dataset of Retrosynthesis with 50K atom-mapped reactions and 10 reaction types from USPTO. Predict the reactants needed to synthesize the given product. (1) Given the product CC(C)(C)OC(=O)NCCC[C@@H](CC(=O)NCCNC(=O)OC(C)(C)C)NC(=O)[C@@H](N)CCCNC(=O)OC(C)(C)C, predict the reactants needed to synthesize it. The reactants are: CC(C)(C)OC(=O)NCCC[C@@H](CC(=O)NCCNC(=O)OC(C)(C)C)NC(=O)[C@H](CCCNC(=O)OC(C)(C)C)NC(=O)OCc1ccccc1. (2) The reactants are: CC(C)CBr.COC(=O)c1cc(-c2ccc(C)cc2)c(O)c(C(C)(C)C)c1. Given the product COC(=O)c1cc(-c2ccc(C)cc2)c(OCC(C)C)c(C(C)(C)C)c1, predict the reactants needed to synthesize it.